The task is: Predict which catalyst facilitates the given reaction.. This data is from Catalyst prediction with 721,799 reactions and 888 catalyst types from USPTO. (1) Reactant: Cl[C:2](Cl)(OC)[C:3]([O:5][CH3:6])=[O:4].[N:10]1[CH:15]=[CH:14][C:13]([NH2:16])=[C:12]([NH2:17])[CH:11]=1.CCN(C(C)C)C(C)C.CCOC(C)=O. Product: [NH:16]1[C:13]2[CH:14]=[CH:15][N:10]=[CH:11][C:12]=2[N:17]=[C:2]1[C:3]([O:5][CH3:6])=[O:4]. The catalyst class is: 2. (2) Reactant: Cl[CH2:2][CH2:3][N:4]1[CH2:10][CH2:9][C:8]2[CH:11]=[CH:12][C:13]([C:15]3[N:19]([CH3:20])[N:18]=[C:17]([CH3:21])[CH:16]=3)=[CH:14][C:7]=2[CH2:6][CH2:5]1.[CH3:22][N:23]1[C:27]([C:28]2[CH:33]=[N:32][C:31]([CH3:34])=[CH:30][N:29]=2)=[N:26][NH:25][C:24]1=[S:35].C(N(CC)C(C)C)(C)C.[I-].[Na+]. Product: [CH3:20][N:19]1[C:15]([C:13]2[CH:12]=[CH:11][C:8]3[CH2:9][CH2:10][N:4]([CH2:3][CH2:2][S:35][C:24]4[N:23]([CH3:22])[C:27]([C:28]5[CH:33]=[N:32][C:31]([CH3:34])=[CH:30][N:29]=5)=[N:26][N:25]=4)[CH2:5][CH2:6][C:7]=3[CH:14]=2)=[CH:16][C:17]([CH3:21])=[N:18]1. The catalyst class is: 9. (3) Reactant: [NH2:1][C:2]1[C:7]([CH:8]=O)=[CH:6][N:5]=[C:4]([S:10][CH3:11])[N:3]=1.[Cl:12][C:13]1[C:18]([O:19][CH3:20])=[CH:17][C:16]([O:21][CH3:22])=[CH:15][C:14]=1[CH2:23][C:24](OC)=[O:25].C([O-])([O-])=O.[K+].[K+].O. Product: [Cl:12][C:13]1[C:18]([O:19][CH3:20])=[CH:17][C:16]([O:21][CH3:22])=[CH:15][C:14]=1[C:23]1[C:24](=[O:25])[NH:1][C:2]2[N:3]=[C:4]([S:10][CH3:11])[N:5]=[CH:6][C:7]=2[CH:8]=1. The catalyst class is: 37. (4) Reactant: C(S[C:4]1[CH:5]=[CH:6][C:7]([NH2:10])=[N:8][CH:9]=1)C.F[C:12](F)(F)[C:13](O)=O.ClC1C=CC=C(C(OO)=O)C=1.[S:29]([O-:32])([O-])=[O:30].[Na+].[Na+]. Product: [CH2:12]([S:29]([C:4]1[CH:5]=[CH:6][C:7]([NH2:10])=[N:8][CH:9]=1)(=[O:32])=[O:30])[CH3:13]. The catalyst class is: 4. (5) The catalyst class is: 10. Product: [CH2:1]([O:3][C:4](=[O:15])[C:5]([CH3:7])([C:8]1[C:13]([C:17]#[C:16][C:18]2[CH:23]=[CH:22][CH:21]=[CH:20][CH:19]=2)=[N:12][CH:11]=[CH:10][N:9]=1)[CH3:6])[CH3:2]. Reactant: [CH2:1]([O:3][C:4](=[O:15])[C:5]([C:8]1[C:13](Cl)=[N:12][CH:11]=[CH:10][N:9]=1)([CH3:7])[CH3:6])[CH3:2].[C:16]([C:18]1[CH:23]=[CH:22][CH:21]=[CH:20][C:19]=1C(F)(F)F)#[CH:17].C(=O)([O-])[O-].[Cs+].[Cs+]. (6) Reactant: [OH:1][C:2]1[CH:9]=[CH:8][C:5]([CH2:6][NH2:7])=[CH:4][C:3]=1[O:10][CH3:11].[C:12]([O:16][C:17](OC([O-])=O)=[O:18])([CH3:15])([CH3:14])[CH3:13].C(N(C(C)C)CC)(C)C. Product: [C:12]([O:16][C:17](=[O:18])[NH:7][CH2:6][C:5]1[CH:8]=[CH:9][C:2]([OH:1])=[C:3]([O:10][CH3:11])[CH:4]=1)([CH3:15])([CH3:14])[CH3:13]. The catalyst class is: 10. (7) Reactant: [C:1]([C:5](=O)[CH2:6][CH:7]([C:10]#[N:11])[C:8]#[N:9])([CH3:4])([CH3:3])[CH3:2].C(O)(=O)C.CO.[CH3:19][S-:20].[Na+]. Product: [C:1]([C:5]1[NH:9][C:8]([S:20][CH3:19])=[C:7]([C:10]#[N:11])[CH:6]=1)([CH3:4])([CH3:3])[CH3:2]. The catalyst class is: 84. (8) Reactant: CS([Cl:5])(=O)=O.[CH2:6]([C:10]1[CH:17]=[CH:16][C:13]([CH2:14]O)=[CH:12][CH:11]=1)[CH2:7][CH2:8][CH3:9].C(N(CC)CC)C. The catalyst class is: 4. Product: [CH2:6]([C:10]1[CH:17]=[CH:16][C:13]([CH2:14][Cl:5])=[CH:12][CH:11]=1)[CH2:7][CH2:8][CH3:9]. (9) Reactant: [CH2:1]([C:5]1[CH:10]=[CH:9][C:8]([CH:11]([CH3:15])[C:12]([NH2:14])=O)=[CH:7][CH:6]=1)[CH:2]([CH3:4])[CH3:3].F[B-](F)(F)F.C([O+](CC)CC)C.[CH3:28][N:29]([CH3:34])[CH2:30][CH2:31][CH2:32][NH2:33]. Product: [CH2:1]([C:5]1[CH:10]=[CH:9][C:8]([CH:11]([CH3:15])[C:12]([NH:33][CH2:32][CH2:31][CH2:30][N:29]([CH3:34])[CH3:28])=[NH:14])=[CH:7][CH:6]=1)[CH:2]([CH3:4])[CH3:3]. The catalyst class is: 4.